The task is: Predict the product of the given reaction.. This data is from Forward reaction prediction with 1.9M reactions from USPTO patents (1976-2016). (1) The product is: [Si:25]([O:24][CH2:23][C@@H:13]([N:12]1[C:11]2[C:10]3[CH:9]=[CH:8][CH:7]=[CH:6][C:5]=3[N:4]=[CH:3][C:2]=2[N:1]=[C:35]1[CH2:34][Cl:33])[CH2:14][NH:15][C:16](=[O:22])[O:17][C:18]([CH3:21])([CH3:20])[CH3:19])([C:28]([CH3:31])([CH3:30])[CH3:29])([CH3:26])[CH3:27]. Given the reactants [NH2:1][C:2]1[CH:3]=[N:4][C:5]2[C:10]([C:11]=1[NH:12][C@H:13]([CH2:23][O:24][Si:25]([C:28]([CH3:31])([CH3:30])[CH3:29])([CH3:27])[CH3:26])[CH2:14][NH:15][C:16](=[O:22])[O:17][C:18]([CH3:21])([CH3:20])[CH3:19])=[CH:9][CH:8]=[CH:7][CH:6]=2.Cl.[Cl:33][CH2:34][C:35](=N)OCC.C(=O)(O)[O-].[Na+].C(Cl)(Cl)Cl, predict the reaction product. (2) Given the reactants [O:1]=[CH:2][C@@H:3]([C@H:5]([C@@H:7]([C@@H:9]([CH2:11][OH:12])[OH:10])[OH:8])[OH:6])[OH:4].[C:13]1([CH3:23])[CH:18]=[CH:17][C:16]([S:19](Cl)(=[O:21])=[O:20])=[CH:15][CH:14]=1.C(O[C:28](=[O:30])[CH3:29])(=O)C, predict the reaction product. The product is: [C:13]1([CH3:23])[CH:18]=[CH:17][C:16]([S:19]([O:1][CH2:2][C@H:3]2[O:4][C@@H:11]([O:12][C:2](=[O:1])[CH3:3])[C@H:9]([O:10][C:5](=[O:6])[CH3:7])[C@@H:7]([O:8][C:9](=[O:10])[CH3:11])[C@@H:5]2[O:6][C:28](=[O:30])[CH3:29])(=[O:21])=[O:20])=[CH:15][CH:14]=1. (3) Given the reactants [O:1]1[C:6]2[CH:7]=[CH:8][C:9]([NH2:11])=[CH:10][C:5]=2[O:4][CH2:3][CH2:2]1.Cl.Cl[CH2:14][CH2:15][NH:16][CH2:17][CH2:18]Cl.C(=O)([O-])[O-].[K+].[K+], predict the reaction product. The product is: [O:1]1[C:6]2[CH:7]=[CH:8][C:9]([N:11]3[CH2:18][CH2:17][NH:16][CH2:15][CH2:14]3)=[CH:10][C:5]=2[O:4][CH2:3][CH2:2]1.